Task: Predict the reaction yield, written as a fraction of the theoretical maximum amount of product (1.0 means a 100% yield; for example, 0.34 means a 34% yield).. Dataset: Reaction yield outcomes from USPTO patents with 853,638 reactions (1) The reactants are [NH2:1][C:2]1[S:3][C:4]([CH2:11][CH3:12])=[CH:5][C:6]=1[C:7]([O:9]C)=O.ClC(Cl)(O[C:17](=[O:23])OC(Cl)(Cl)Cl)Cl.C(N(CC)CC)C.[N:32]1[CH:37]=[CH:36][CH:35]=[CH:34][C:33]=1[NH2:38]. The catalyst is C(Cl)Cl. The product is [CH2:11]([C:4]1[S:3][C:2]2[NH:1][C:17](=[O:23])[N:38]([C:33]3[CH:34]=[CH:35][CH:36]=[CH:37][N:32]=3)[C:7](=[O:9])[C:6]=2[CH:5]=1)[CH3:12]. The yield is 0.700. (2) The reactants are Br[C:2]1[N:6]=[C:5](/[CH:7]=[CH:8]/[C:9]2[N:19]=[C:12]3[C:13]([CH3:18])=[N:14][CH:15]=[C:16]([CH3:17])[N:11]3[N:10]=2)[N:4]([CH3:20])[N:3]=1.[NH:21]1[CH2:25][CH2:24][CH2:23][C:22]1=[O:26].C(=O)([O-])[O-].[Cs+].[Cs+].C1(P(C2C=CC=CC=2)C2C3OC4C(=CC=CC=4P(C4C=CC=CC=4)C4C=CC=CC=4)C(C)(C)C=3C=CC=2)C=CC=CC=1. The catalyst is O1CCOCC1.C1C=CC(/C=C/C(/C=C/C2C=CC=CC=2)=O)=CC=1.C1C=CC(/C=C/C(/C=C/C2C=CC=CC=2)=O)=CC=1.C1C=CC(/C=C/C(/C=C/C2C=CC=CC=2)=O)=CC=1.[Pd].[Pd].C1C=CC(/C=C/C(/C=C/C2C=CC=CC=2)=O)=CC=1.C1C=CC(/C=C/C(/C=C/C2C=CC=CC=2)=O)=CC=1.C1C=CC(/C=C/C(/C=C/C2C=CC=CC=2)=O)=CC=1.[Pd].[Pd].C1C=CC(/C=C/C(/C=C/C2C=CC=CC=2)=O)=CC=1.C1C=CC(/C=C/C(/C=C/C2C=CC=CC=2)=O)=CC=1.C1C=CC(/C=C/C(/C=C/C2C=CC=CC=2)=O)=CC=1.[Pd].[Pd].C1(P(C2C=CC=CC=2)C2C3OC4C(=CC=CC=4P(C4C=CC=CC=4)C4C=CC=CC=4)C(C)(C)C=3C=CC=2)C=CC=CC=1. The product is [CH3:17][C:16]1[N:11]2[N:10]=[C:9](/[CH:8]=[CH:7]/[C:5]3[N:4]([CH3:20])[N:3]=[C:2]([N:21]4[CH2:25][CH2:24][CH2:23][C:22]4=[O:26])[N:6]=3)[N:19]=[C:12]2[C:13]([CH3:18])=[N:14][CH:15]=1. The yield is 0.476. (3) The reactants are Br[C:2]1[C:7]2[NH:8][CH:9]=[N:10][C:6]=2[CH:5]=[C:4]([C:11]([F:14])([F:13])[F:12])[CH:3]=1.[CH3:15][N:16](C)C=O. The catalyst is O.[C-]#N.[Zn+2].[C-]#N.C1C=CC(P(C2C=CC=CC=2)[C-]2C=CC=C2)=CC=1.C1C=CC(P(C2C=CC=CC=2)[C-]2C=CC=C2)=CC=1.Cl[Pd]Cl.[Fe+2]. The product is [F:12][C:11]([F:14])([F:13])[C:4]1[CH:3]=[C:2]([C:15]#[N:16])[C:7]2[NH:8][CH:9]=[N:10][C:6]=2[CH:5]=1. The yield is 0.450. (4) The reactants are Br[C:2]1[C:7]([CH3:8])=[CH:6][CH:5]=[CH:4][C:3]=1[F:9].[Li]CCCC.[O:15]=[C:16]1[N:21]([C:22]([O:24][C:25]([CH3:28])([CH3:27])[CH3:26])=[O:23])[CH2:20][CH2:19][N:18]2[C:29](=[O:32])[CH2:30][CH2:31][C@@H:17]12. The catalyst is C1COCC1. The product is [F:9][C:3]1[CH:4]=[CH:5][CH:6]=[C:7]([CH3:8])[C:2]=1[C:16]([C@@H:17]1[CH2:31][CH2:30][C:29](=[O:32])[N:18]1[CH2:19][CH2:20][NH:21][C:22](=[O:23])[O:24][C:25]([CH3:27])([CH3:26])[CH3:28])=[O:15]. The yield is 0.400.